Task: Regression. Given two drug SMILES strings and cell line genomic features, predict the synergy score measuring deviation from expected non-interaction effect.. Dataset: NCI-60 drug combinations with 297,098 pairs across 59 cell lines (1) Drug 1: CC=C1C(=O)NC(C(=O)OC2CC(=O)NC(C(=O)NC(CSSCCC=C2)C(=O)N1)C(C)C)C(C)C. Drug 2: N.N.Cl[Pt+2]Cl. Cell line: RXF 393. Synergy scores: CSS=54.2, Synergy_ZIP=-0.329, Synergy_Bliss=-0.0493, Synergy_Loewe=-16.6, Synergy_HSA=1.47. (2) Drug 1: CNC(=O)C1=CC=CC=C1SC2=CC3=C(C=C2)C(=NN3)C=CC4=CC=CC=N4. Drug 2: CC12CCC(CC1=CCC3C2CCC4(C3CC=C4C5=CN=CC=C5)C)O. Cell line: HT29. Synergy scores: CSS=11.8, Synergy_ZIP=-1.21, Synergy_Bliss=1.91, Synergy_Loewe=-0.625, Synergy_HSA=-0.170. (3) Drug 1: C1=CC(=CC=C1C#N)C(C2=CC=C(C=C2)C#N)N3C=NC=N3. Drug 2: CC(C)NC(=O)C1=CC=C(C=C1)CNNC.Cl. Cell line: MALME-3M. Synergy scores: CSS=-3.30, Synergy_ZIP=-1.62, Synergy_Bliss=-5.47, Synergy_Loewe=-3.78, Synergy_HSA=-6.82. (4) Drug 1: C1=CC(=C2C(=C1NCCNCCO)C(=O)C3=C(C=CC(=C3C2=O)O)O)NCCNCCO. Drug 2: C1C(C(OC1N2C=NC(=NC2=O)N)CO)O. Cell line: OVCAR-8. Synergy scores: CSS=50.8, Synergy_ZIP=2.38, Synergy_Bliss=3.22, Synergy_Loewe=7.88, Synergy_HSA=9.29. (5) Drug 1: CS(=O)(=O)C1=CC(=C(C=C1)C(=O)NC2=CC(=C(C=C2)Cl)C3=CC=CC=N3)Cl. Synergy scores: CSS=27.3, Synergy_ZIP=0.340, Synergy_Bliss=10.2, Synergy_Loewe=1.51, Synergy_HSA=8.02. Cell line: SN12C. Drug 2: CCN(CC)CCCC(C)NC1=C2C=C(C=CC2=NC3=C1C=CC(=C3)Cl)OC. (6) Drug 1: C1=NNC2=C1C(=O)NC=N2. Drug 2: CC(C)NC(=O)C1=CC=C(C=C1)CNNC.Cl. Cell line: SR. Synergy scores: CSS=1.71, Synergy_ZIP=-0.463, Synergy_Bliss=2.97, Synergy_Loewe=1.19, Synergy_HSA=1.39.